From a dataset of Forward reaction prediction with 1.9M reactions from USPTO patents (1976-2016). Predict the product of the given reaction. (1) Given the reactants [F:1][C:2]1[CH:3]=[C:4]([N:17]2[CH2:21][C@H:20]([CH2:22][NH:23][C:24](=[O:26])[CH3:25])[O:19][C:18]2=[O:27])[CH:5]=[CH:6][C:7]=1[N:8]1[CH2:13][CH2:12][C:11](=O)[C:10]([CH3:16])([CH3:15])[CH2:9]1.[C-:28]#[N:29].[Na+].[NH2:31][C:32]1[CH:33]=[N:34][CH:35]=[CH:36][CH:37]=1, predict the reaction product. The product is: [N:34]1[CH:35]=[CH:36][CH:37]=[C:32]([NH:31][C:11]2([C:28]#[N:29])[CH2:12][CH2:13][N:8]([C:7]3[CH:6]=[CH:5][C:4]([N:17]4[CH2:21][C@H:20]([CH2:22][NH:23][C:24](=[O:26])[CH3:25])[O:19][C:18]4=[O:27])=[CH:3][C:2]=3[F:1])[CH2:9][C:10]2([CH3:15])[CH3:16])[CH:33]=1. (2) Given the reactants [Br:1][C:2]1[N:7]=[C:6]2[C:8]([CH3:19])=[C:9]([C:11]([CH:13]3[CH2:18][CH2:17][CH2:16][CH2:15][CH2:14]3)=O)[O:10][C:5]2=[CH:4][CH:3]=1.[NH2:20][C:21]1[CH:30]=[CH:29][C:24]([C:25]([O:27][CH3:28])=[O:26])=[CH:23][CH:22]=1.C(=O)([O-])O.[Na+].C([BH3-])#N.[Na+], predict the reaction product. The product is: [Br:1][C:2]1[N:7]=[C:6]2[C:8]([CH3:19])=[C:9]([CH:11]([NH:20][C:21]3[CH:22]=[CH:23][C:24]([C:25]([O:27][CH3:28])=[O:26])=[CH:29][CH:30]=3)[CH:13]3[CH2:18][CH2:17][CH2:16][CH2:15][CH2:14]3)[O:10][C:5]2=[CH:4][CH:3]=1.